From a dataset of NCI-60 drug combinations with 297,098 pairs across 59 cell lines. Regression. Given two drug SMILES strings and cell line genomic features, predict the synergy score measuring deviation from expected non-interaction effect. (1) Drug 1: C1=CC(=CC=C1CC(C(=O)O)N)N(CCCl)CCCl.Cl. Drug 2: CC(C)CN1C=NC2=C1C3=CC=CC=C3N=C2N. Cell line: NCI-H226. Synergy scores: CSS=-4.63, Synergy_ZIP=-0.582, Synergy_Bliss=-2.21, Synergy_Loewe=-7.35, Synergy_HSA=-5.32. (2) Drug 1: CC1=C2C(C(=O)C3(C(CC4C(C3C(C(C2(C)C)(CC1OC(=O)C(C(C5=CC=CC=C5)NC(=O)OC(C)(C)C)O)O)OC(=O)C6=CC=CC=C6)(CO4)OC(=O)C)O)C)O. Drug 2: CN(CCCl)CCCl.Cl. Cell line: EKVX. Synergy scores: CSS=1.07, Synergy_ZIP=0.867, Synergy_Bliss=1.28, Synergy_Loewe=-3.96, Synergy_HSA=-2.91. (3) Drug 1: C1=CN(C(=O)N=C1N)C2C(C(C(O2)CO)O)O.Cl. Drug 2: CC1CCC2CC(C(=CC=CC=CC(CC(C(=O)C(C(C(=CC(C(=O)CC(OC(=O)C3CCCCN3C(=O)C(=O)C1(O2)O)C(C)CC4CCC(C(C4)OC)O)C)C)O)OC)C)C)C)OC. Cell line: NCI-H460. Synergy scores: CSS=24.1, Synergy_ZIP=0.318, Synergy_Bliss=-0.111, Synergy_Loewe=-7.59, Synergy_HSA=-1.07. (4) Drug 1: CC12CCC(CC1=CCC3C2CCC4(C3CC=C4C5=CN=CC=C5)C)O. Drug 2: CC12CCC3C(C1CCC2OP(=O)(O)O)CCC4=C3C=CC(=C4)OC(=O)N(CCCl)CCCl.[Na+]. Cell line: OVCAR-5. Synergy scores: CSS=22.7, Synergy_ZIP=0.749, Synergy_Bliss=-0.667, Synergy_Loewe=-0.409, Synergy_HSA=0.340. (5) Drug 1: CC1=CC=C(C=C1)C2=CC(=NN2C3=CC=C(C=C3)S(=O)(=O)N)C(F)(F)F. Drug 2: CCCCC(=O)OCC(=O)C1(CC(C2=C(C1)C(=C3C(=C2O)C(=O)C4=C(C3=O)C=CC=C4OC)O)OC5CC(C(C(O5)C)O)NC(=O)C(F)(F)F)O. Cell line: U251. Synergy scores: CSS=32.7, Synergy_ZIP=-0.539, Synergy_Bliss=-5.87, Synergy_Loewe=-27.8, Synergy_HSA=-8.66.